From a dataset of Peptide-MHC class II binding affinity with 134,281 pairs from IEDB. Regression. Given a peptide amino acid sequence and an MHC pseudo amino acid sequence, predict their binding affinity value. This is MHC class II binding data. (1) The peptide sequence is TQLATLRKLCIEGKI. The MHC is DRB4_0101 with pseudo-sequence DRB4_0103. The binding affinity (normalized) is 0.534. (2) The peptide sequence is KCKYPEGTKVTFHVE. The MHC is DRB1_1602 with pseudo-sequence DRB1_1602. The binding affinity (normalized) is 0.238. (3) The peptide sequence is AAVDKDAVIVAAAGN. The MHC is DRB1_1201 with pseudo-sequence DRB1_1201. The binding affinity (normalized) is 0.285. (4) The peptide sequence is THFQRALIFILLTAV. The MHC is DRB1_0701 with pseudo-sequence DRB1_0701. The binding affinity (normalized) is 0.276. (5) The peptide sequence is LASFTPVIQDQDLEM. The MHC is DRB1_0101 with pseudo-sequence DRB1_0101. The binding affinity (normalized) is 0.240. (6) The MHC is DRB1_1302 with pseudo-sequence DRB1_1302. The binding affinity (normalized) is 0.883. The peptide sequence is RSLWIIFSKNLNIKL. (7) The peptide sequence is LTTSQTLLFNILGGWVAAQL. The MHC is DRB1_0701 with pseudo-sequence DRB1_0701. The binding affinity (normalized) is 0.403. (8) The peptide sequence is WNRKELLVTFKNAHA. The MHC is DRB1_1101 with pseudo-sequence DRB1_1101. The binding affinity (normalized) is 0. (9) The peptide sequence is NGNELLLDLSLTKVN. The MHC is DRB1_0301 with pseudo-sequence DRB1_0301. The binding affinity (normalized) is 0.730.